This data is from Kir2.1 potassium channel HTS with 301,493 compounds. The task is: Binary Classification. Given a drug SMILES string, predict its activity (active/inactive) in a high-throughput screening assay against a specified biological target. (1) The drug is O=C(N1CCC(CC1)C)Cn1nc(c2c(nn(c2C)c2ccccc2)c1=O)C. The result is 0 (inactive). (2) The result is 0 (inactive). The drug is O(CCN1C(=O)c2c(C1=O)cccc2)c1c([N+]([O-])=O)cc(cc1)C. (3) The molecule is Clc1ccc(S(=O)(=O)n2c3ncccc3cc2)cc1. The result is 0 (inactive).